Task: Predict which catalyst facilitates the given reaction.. Dataset: Catalyst prediction with 721,799 reactions and 888 catalyst types from USPTO (1) Reactant: [NH:1]1[C:5]2=[N:6][CH:7]=[CH:8][CH:9]=[C:4]2[C:3]([C:10]([NH:12][NH2:13])=[O:11])=[CH:2]1.[C:14]1([N:20]=[C:21]=[S:22])[CH:19]=[CH:18][CH:17]=[CH:16][CH:15]=1. Product: [NH:1]1[C:5]2=[N:6][CH:7]=[CH:8][CH:9]=[C:4]2[C:3]([C:10]([NH:12][NH:13][C:21]([NH:20][C:14]2[CH:19]=[CH:18][CH:17]=[CH:16][CH:15]=2)=[S:22])=[O:11])=[CH:2]1. The catalyst class is: 68. (2) Reactant: O.Cl.[N+:3]([O-:6])([O-])=[O:4].[Na+].[OH:8][C:9]1[CH:14]=[CH:13][C:12]([CH2:15][CH:16]([O:22][C:23]2[CH:28]=[CH:27][CH:26]=[CH:25][CH:24]=2)[C:17]([O:19][CH2:20][CH3:21])=[O:18])=[CH:11][CH:10]=1. Product: [OH:8][C:9]1[CH:10]=[CH:11][C:12]([CH2:15][CH:16]([O:22][C:23]2[CH:24]=[CH:25][CH:26]=[CH:27][CH:28]=2)[C:17]([O:19][CH2:20][CH3:21])=[O:18])=[CH:13][C:14]=1[N+:3]([O-:6])=[O:4]. The catalyst class is: 268. (3) Reactant: [CH3:1][O:2][C:3]1[CH:35]=[C:34]([O:36][CH3:37])[CH:33]=[CH:32][C:4]=1[CH2:5][N:6]1[C:11]([C:12]2[CH:20]=[CH:19][C:18]3[N:17]4[CH2:21][CH2:22][CH:23]([OH:24])[C:16]4=[CH:15][C:14]=3[CH:13]=2)=[C:10]([CH2:25][CH3:26])[CH:9]=[C:8]([C:27]([O:29][CH3:30])=[O:28])[C:7]1=[O:31]. Product: [CH3:1][O:2][C:3]1[CH:35]=[C:34]([O:36][CH3:37])[CH:33]=[CH:32][C:4]=1[CH2:5][N:6]1[C:11]([C:12]2[CH:20]=[CH:19][C:18]3[N:17]4[CH2:21][CH2:22][C:23](=[O:24])[C:16]4=[CH:15][C:14]=3[CH:13]=2)=[C:10]([CH2:25][CH3:26])[CH:9]=[C:8]([C:27]([O:29][CH3:30])=[O:28])[C:7]1=[O:31]. The catalyst class is: 177. (4) Reactant: C(OC([N:11]1[CH2:15][CH2:14][CH2:13][CH:12]1[C:16]1[O:17][C:18]2[C:19]([N:24]=1)=[N:20][CH:21]=[CH:22][CH:23]=2)=O)C1C=CC=CC=1. Product: [NH:11]1[CH2:15][CH2:14][CH2:13][CH:12]1[C:16]1[O:17][C:18]2[C:19]([N:24]=1)=[N:20][CH:21]=[CH:22][CH:23]=2. The catalyst class is: 407. (5) Product: [NH2:1][C:4]1[CH:5]=[CH:6][C:7]([N:10]2[CH2:15][CH2:14][N:13]([C:16]([O:18][C:19]([CH3:22])([CH3:21])[CH3:20])=[O:17])[CH2:12][CH2:11]2)=[N:8][CH:9]=1. The catalyst class is: 415. Reactant: [N+:1]([C:4]1[CH:5]=[CH:6][C:7]([N:10]2[CH2:15][CH2:14][N:13]([C:16]([O:18][C:19]([CH3:22])([CH3:21])[CH3:20])=[O:17])[CH2:12][CH2:11]2)=[N:8][CH:9]=1)([O-])=O.C(O)(=O)C.